From a dataset of Catalyst prediction with 721,799 reactions and 888 catalyst types from USPTO. Predict which catalyst facilitates the given reaction. (1) Reactant: [C:1]([O:5][C:6]([N:8]([CH2:16][CH2:17][CH2:18][CH2:19][CH2:20][CH2:21]/[CH:22]=[CH:23]/[C:24]1[CH:29]=[CH:28][C:27]([O:30]CC2C=CC=CC=2)=[C:26]([C@@H:38]([C:48]2[CH:53]=[CH:52][CH:51]=[CH:50][CH:49]=2)[CH2:39][CH2:40][N:41]([CH:45]([CH3:47])[CH3:46])[CH:42]([CH3:44])[CH3:43])[CH:25]=1)[C:9]([O:11][C:12]([CH3:15])([CH3:14])[CH3:13])=[O:10])=[O:7])([CH3:4])([CH3:3])[CH3:2].C([O-])=O.[NH4+]. Product: [CH:45]([N:41]([CH:42]([CH3:44])[CH3:43])[CH2:40][CH2:39][C@@H:38]([C:26]1[CH:25]=[C:24]([CH2:23][CH2:22][CH2:21][CH2:20][CH2:19][CH2:18][CH2:17][CH2:16][N:8]([C:6]([O:5][C:1]([CH3:2])([CH3:4])[CH3:3])=[O:7])[C:9]([O:11][C:12]([CH3:13])([CH3:15])[CH3:14])=[O:10])[CH:29]=[CH:28][C:27]=1[OH:30])[C:48]1[CH:49]=[CH:50][CH:51]=[CH:52][CH:53]=1)([CH3:47])[CH3:46]. The catalyst class is: 421. (2) Reactant: [CH:1]([OH:4])([CH3:3])[CH3:2].[N+:5]([C:8]1[CH:13]=[C:12]([N+:14]([O-:16])=[O:15])[CH:11]=[CH:10][C:9]=1[CH2:17][C:18](Cl)=[O:19])([O-:7])=[O:6]. Product: [N+:5]([C:8]1[CH:13]=[C:12]([N+:14]([O-:16])=[O:15])[CH:11]=[CH:10][C:9]=1[CH2:17][C:18]([O:4][CH:1]([CH3:3])[CH3:2])=[O:19])([O-:7])=[O:6]. The catalyst class is: 2. (3) Reactant: [NH2:1][CH2:2][CH2:3][CH2:4][CH2:5][CH2:6][CH2:7][N:8]1[CH2:13][CH2:12][CH:11]([C:14]2[CH:15]=[C:16]([NH:20][C:21](=[O:25])[CH:22]([CH3:24])[CH3:23])[CH:17]=[CH:18][CH:19]=2)[CH2:10][CH2:9]1.[O:26]([C:33]1[N:41]=[CH:40][CH:39]=[CH:38][C:34]=1[C:35](Cl)=[O:36])[C:27]1[CH:32]=[CH:31][CH:30]=[CH:29][CH:28]=1. Product: [C:21]([NH:20][C:16]1[CH:15]=[C:14]([CH:11]2[CH2:12][CH2:13][N:8]([CH2:7][CH2:6][CH2:5][CH2:4][CH2:3][CH2:2][NH:1][C:35](=[O:36])[C:34]3[CH:38]=[CH:39][CH:40]=[N:41][C:33]=3[O:26][C:27]3[CH:28]=[CH:29][CH:30]=[CH:31][CH:32]=3)[CH2:9][CH2:10]2)[CH:19]=[CH:18][CH:17]=1)(=[O:25])[CH:22]([CH3:23])[CH3:24]. The catalyst class is: 1. (4) Reactant: [OH:1][CH2:2][CH2:3][CH2:4][CH2:5][N:6]1[C:11]2[N:12]=[C:13](S(C)=O)[N:14]=[CH:15][C:10]=2[CH:9]=[C:8]([C:19]2[CH:24]=[CH:23][C:22]([C:25]3[CH:30]=[CH:29][CH:28]=[C:27]([CH3:31])[N:26]=3)=[CH:21][C:20]=2[CH3:32])[C:7]1=[O:33].[CH2:34]([NH2:36])[CH3:35].CCN(C(C)C)C(C)C. Product: [CH2:34]([NH:36][C:13]1[N:14]=[CH:15][C:10]2[CH:9]=[C:8]([C:19]3[CH:24]=[CH:23][C:22]([C:25]4[CH:30]=[CH:29][CH:28]=[C:27]([CH3:31])[N:26]=4)=[CH:21][C:20]=3[CH3:32])[C:7](=[O:33])[N:6]([CH2:5][CH2:4][CH2:3][CH2:2][OH:1])[C:11]=2[N:12]=1)[CH3:35]. The catalyst class is: 220. (5) Reactant: [N:1]1[C:10]2[C:5](=[CH:6][CH:7]=[CH:8][CH:9]=2)[CH:4]=[CH:3][C:2]=1[C:11](Cl)=[O:12].[NH2:14][CH2:15][CH2:16][CH2:17][CH2:18][N:19]1[C:31]2[C:30]3[CH:29]=[CH:28][CH:27]=[CH:26][C:25]=3[N:24]=[C:23]([NH2:32])[C:22]=2[N:21]=[C:20]1[CH2:33][C:34]1[CH:39]=[CH:38][C:37]([O:40][CH3:41])=[CH:36][CH:35]=1.ClCCl. Product: [NH2:32][C:23]1[C:22]2[N:21]=[C:20]([CH2:33][C:34]3[CH:39]=[CH:38][C:37]([O:40][CH3:41])=[CH:36][CH:35]=3)[N:19]([CH2:18][CH2:17][CH2:16][CH2:15][NH:14][C:11]([C:2]3[CH:3]=[CH:4][C:5]4[C:10](=[CH:9][CH:8]=[CH:7][CH:6]=4)[N:1]=3)=[O:12])[C:31]=2[C:30]2[CH:29]=[CH:28][CH:27]=[CH:26][C:25]=2[N:24]=1. The catalyst class is: 66. (6) Product: [NH3:4].[CH:1]([N:4]1[CH2:9][CH2:8][N:7]([C:10]([C:12]2[CH:13]=[CH:14][C:15]([CH2:18][N:20]3[CH2:25][CH2:24][CH2:23][CH2:22][CH2:21]3)=[CH:16][N:17]=2)=[O:11])[CH2:6][CH2:5]1)([CH3:3])[CH3:2]. Reactant: [CH:1]([N:4]1[CH2:9][CH2:8][N:7]([C:10]([C:12]2[N:17]=[CH:16][C:15]([CH:18]=O)=[CH:14][CH:13]=2)=[O:11])[CH2:6][CH2:5]1)([CH3:3])[CH3:2].[NH:20]1[CH2:25][CH2:24][CH2:23][CH2:22][CH2:21]1.[BH-](OC(C)=O)(OC(C)=O)OC(C)=O.[Na+].[OH-].[Na+]. The catalyst class is: 2.